This data is from Reaction yield outcomes from USPTO patents with 853,638 reactions. The task is: Predict the reaction yield, written as a fraction of the theoretical maximum amount of product (1.0 means a 100% yield; for example, 0.34 means a 34% yield). (1) The reactants are C(OC([N:8]1[CH2:13][CH2:12][N:11]([C:14]2[C:15]3[C:30]([CH:31]4[CH2:33][CH2:32]4)=[CH:29][N:28]=[CH:27][C:16]=3[N:17]=[C:18]([C:20]3[CH:25]=[CH:24][N:23]=[C:22](Cl)[CH:21]=3)[N:19]=2)[CH2:10][CH2:9]1)=O)(C)(C)C.[NH2:34][C:35]1[CH:40]=[CH:39][CH:38]=[CH:37][CH:36]=1.CC1(C)C2C=CC=C(P(C3C=CC=CC=3)C3C=CC=CC=3)C=2OC2C1=CC=CC=2P(C1C=CC=CC=1)C1C=CC=CC=1.C(=O)([O-])[O-].[Cs+].[Cs+].FC(F)(F)C(O)=O. The catalyst is O1CCOCC1.C(Cl)Cl.C([O-])(=O)C.[Pd+2].C([O-])(=O)C. The product is [CH:31]1([C:30]2[C:15]3[C:14]([N:11]4[CH2:12][CH2:13][NH:8][CH2:9][CH2:10]4)=[N:19][C:18]([C:20]4[CH:25]=[CH:24][N:23]=[C:22]([NH:34][C:35]5[CH:40]=[CH:39][CH:38]=[CH:37][CH:36]=5)[CH:21]=4)=[N:17][C:16]=3[CH:27]=[N:28][CH:29]=2)[CH2:33][CH2:32]1. The yield is 0.730. (2) The reactants are [CH3:1][C:2]1[CH:7]=[C:6]([CH3:8])[CH:5]=[CH:4][C:3]=1[CH:9]=[CH2:10].[C:11]([O:15][C:16]([CH3:19])([CH3:18])[CH3:17])(=[O:14])C=C. No catalyst specified. The product is [CH3:1][C:2]1[CH:7]=[C:6]([CH3:8])[CH:5]=[CH:4][C:3]=1/[CH:9]=[CH:10]/[C:11]([O:15][C:16]([CH3:19])([CH3:18])[CH3:17])=[O:14]. The yield is 0.740. (3) The reactants are C([O:3][C:4]([C:6]1[C:7]([N:14]([CH3:16])[NH2:15])=[N:8][C:9]([S:12][CH3:13])=[N:10][CH:11]=1)=O)C.[OH-].[K+]. The catalyst is C(O)(=O)C. The product is [CH3:16][N:14]1[C:7]2=[N:8][C:9]([S:12][CH3:13])=[N:10][CH:11]=[C:6]2[C:4](=[O:3])[NH:15]1. The yield is 0.950. (4) The reactants are C(NC(C)C)(C)C.C([Li])CCC.CCCCCC.[O:19]=[C:20]1[C:41]2[C:36](=[CH:37][CH:38]=[CH:39][CH:40]=2)[O:35][C:22]2([CH2:27][CH2:26][N:25]([C:28]([O:30][C:31]([CH3:34])([CH3:33])[CH3:32])=[O:29])[CH2:24][CH2:23]2)[CH2:21]1.[CH:42](=[O:44])[CH3:43]. The catalyst is C1COCC1. The product is [OH:44][CH:42]([CH:21]1[C:22]2([CH2:23][CH2:24][N:25]([C:28]([O:30][C:31]([CH3:34])([CH3:33])[CH3:32])=[O:29])[CH2:26][CH2:27]2)[O:35][C:36]2[C:41](=[CH:40][CH:39]=[CH:38][CH:37]=2)[C:20]1=[O:19])[CH3:43]. The yield is 0.630.